From a dataset of Forward reaction prediction with 1.9M reactions from USPTO patents (1976-2016). Predict the product of the given reaction. (1) Given the reactants [F:1][C:2]1[CH:10]=[CH:9][CH:8]=[C:7]2[C:3]=1[C:4](=[O:12])O[C:6]2=[O:11].[O:13]1[CH2:18][CH2:17][CH:16]([CH2:19][NH2:20])[CH2:15][CH2:14]1, predict the reaction product. The product is: [F:1][C:2]1[CH:10]=[CH:9][CH:8]=[C:7]2[C:3]=1[C:4](=[O:12])[N:20]([CH2:19][CH:16]1[CH2:17][CH2:18][O:13][CH2:14][CH2:15]1)[C:6]2=[O:11]. (2) The product is: [C:20]([NH:19][C:18](=[O:24])[CH2:17][N:16]1[C:14](=[O:15])[C:13]2[C:12](=[CH:28][CH:27]=[C:26]([N:29]3[CH2:35][CH2:34][CH2:33][N:32]([CH:36]([CH3:38])[CH3:37])[CH2:31][CH2:30]3)[CH:25]=2)[N:11]=[C:5]1[C:4]1[CH:8]=[CH:9][CH:10]=[C:2]([F:1])[CH:3]=1)([CH3:23])([CH3:22])[CH3:21]. Given the reactants [F:1][C:2]1[CH:3]=[C:4]([CH:8]=[CH:9][CH:10]=1)[C:5](Cl)=O.[NH2:11][C:12]1[CH:28]=[CH:27][C:26]([N:29]2[CH2:35][CH2:34][CH2:33][N:32]([CH:36]([CH3:38])[CH3:37])[CH2:31][CH2:30]2)=[CH:25][C:13]=1[C:14]([NH:16][CH2:17][C:18](=[O:24])[NH:19][C:20]([CH3:23])([CH3:22])[CH3:21])=[O:15].C(N(CC)CC)C.C[Si](Cl)(C)C, predict the reaction product. (3) Given the reactants [Cl:1][C:2]1[C:7]2[CH:8]=[CH:9][N:10](CC3C=CC(OC)=CC=3)[C:6]=2[C:5]([C:20]([O:22][CH3:23])=[O:21])=[CH:4][N:3]=1.S(OS(C(F)(F)F)(=O)=O)(C(F)(F)F)(=O)=O.[OH-].[Na+], predict the reaction product. The product is: [Cl:1][C:2]1[C:7]2[CH:8]=[CH:9][NH:10][C:6]=2[C:5]([C:20]([O:22][CH3:23])=[O:21])=[CH:4][N:3]=1. (4) Given the reactants [CH3:1][C:2]1([CH2:12][C:13]2[CH:14]=[N:15][CH:16]=[N:17][CH:18]=2)[C:10]2[C:5](=[CH:6][CH:7]=[CH:8][CH:9]=2)[NH:4][C:3]1=[O:11].[Br:19]N1C(=O)CCC1=O, predict the reaction product. The product is: [CH3:1][C:2]1([CH2:12][C:13]2[CH:18]=[N:17][CH:16]=[N:15][CH:14]=2)[C:10]2[C:5](=[CH:6][CH:7]=[C:8]([Br:19])[CH:9]=2)[NH:4][C:3]1=[O:11]. (5) Given the reactants [F:1][C:2]1[CH:10]=[CH:9][CH:8]=[C:7]([C:11]2[N:16]=[CH:15][CH:14]=[CH:13][N:12]=2)[C:3]=1[C:4]([OH:6])=O.[CH3:17][O:18][C:19]1[CH:24]=[C:23]([O:25][CH3:26])[N:22]=[C:21]([N:27]2[CH2:34][CH:33]3[CH:29]([CH2:30][NH:31][CH2:32]3)[CH2:28]2)[N:20]=1, predict the reaction product. The product is: [CH3:17][O:18][C:19]1[CH:24]=[C:23]([O:25][CH3:26])[N:22]=[C:21]([N:27]2[CH2:34][CH:33]3[CH:29]([CH2:30][N:31]([C:4]([C:3]4[C:7]([C:11]5[N:16]=[CH:15][CH:14]=[CH:13][N:12]=5)=[CH:8][CH:9]=[CH:10][C:2]=4[F:1])=[O:6])[CH2:32]3)[CH2:28]2)[N:20]=1.